From a dataset of Reaction yield outcomes from USPTO patents with 853,638 reactions. Predict the reaction yield, written as a fraction of the theoretical maximum amount of product (1.0 means a 100% yield; for example, 0.34 means a 34% yield). (1) The reactants are Br[C:2]1[CH:3]=[C:4]2[C:8](=[CH:9][C:10]=1[O:11][CH2:12][CH2:13][CH3:14])[CH2:7][CH2:6][CH2:5]2.C(=[NH:28])(C1C=CC=CC=1)C1C=CC=CC=1.CC1(C)C2C=CC=C(P(C3C=CC=CC=3)C3C=CC=CC=3)C=2OC2C1=CC=CC=2P(C1C=CC=CC=1)C1C=CC=CC=1.C(=O)([O-])[O-].[Cs+].[Cs+].[Cl-].[NH4+]. The catalyst is C1C=CC(/C=C/C(/C=C/C2C=CC=CC=2)=O)=CC=1.C1C=CC(/C=C/C(/C=C/C2C=CC=CC=2)=O)=CC=1.C1C=CC(/C=C/C(/C=C/C2C=CC=CC=2)=O)=CC=1.[Pd].[Pd].O. The product is [CH2:12]([O:11][C:10]1[CH:9]=[C:8]2[C:4]([CH2:5][CH2:6][CH2:7]2)=[CH:3][C:2]=1[NH2:28])[CH2:13][CH3:14]. The yield is 0.170. (2) The product is [Br:12][C:13]1[CH:18]=[C:17]([CH:16]=[CH:15][C:14]=1[O:21][CH3:22])[CH2:19][N:1]1[C:9]2[C:4](=[CH:5][CH:6]=[CH:7][CH:8]=2)[CH:3]=[CH:2]1. The reactants are [NH:1]1[C:9]2[C:4](=[CH:5][CH:6]=[CH:7][CH:8]=2)[CH:3]=[CH:2]1.[H-].[Na+].[Br:12][C:13]1[CH:18]=[C:17]([CH2:19]Br)[CH:16]=[CH:15][C:14]=1[O:21][CH3:22].[Cl-].[NH4+]. The catalyst is CN(C=O)C.ClCCl. The yield is 0.870. (3) The reactants are COC[O:4][CH2:5][CH:6]1[CH:11]([N:12]2[C:20](=[O:21])[C:19]3[C:14](=[CH:15][CH:16]=[CH:17][CH:18]=3)[C:13]2=[O:22])[CH2:10][CH:9]2[CH2:23][CH:7]1[C:8]2([CH3:25])[CH3:24]. The catalyst is Cl.CO. The product is [OH:4][CH2:5][CH:6]1[CH:11]([N:12]2[C:13](=[O:22])[C:14]3[C:19](=[CH:18][CH:17]=[CH:16][CH:15]=3)[C:20]2=[O:21])[CH2:10][CH:9]2[CH2:23][CH:7]1[C:8]2([CH3:25])[CH3:24]. The yield is 1.00. (4) The reactants are [C:1]1([CH3:7])[CH:6]=[CH:5][CH:4]=[CH:3][CH:2]=1.Br[C:9]1[CH:18]=[CH:17][C:12]([C:13]([O:15][CH3:16])=[O:14])=[CH:11][C:10]=1[O:19][CH3:20].C1(C)C=CC=CC=1B(O)O.C(=O)([O-])[O-].[Na+].[Na+]. The catalyst is C1C=CC([P]([Pd]([P](C2C=CC=CC=2)(C2C=CC=CC=2)C2C=CC=CC=2)([P](C2C=CC=CC=2)(C2C=CC=CC=2)C2C=CC=CC=2)[P](C2C=CC=CC=2)(C2C=CC=CC=2)C2C=CC=CC=2)(C2C=CC=CC=2)C2C=CC=CC=2)=CC=1.O.C(O)C. The product is [CH3:16][O:15][C:13]([C:12]1[CH:17]=[CH:18][C:9]([C:2]2[CH:3]=[CH:4][CH:5]=[CH:6][C:1]=2[CH3:7])=[C:10]([O:19][CH3:20])[CH:11]=1)=[O:14]. The yield is 0.990. (5) The reactants are [Cl:1][C:2]1[C:11]2[C:6](=[CH:7][CH:8]=[CH:9][C:10]=2[O:12][CH:13]2[CH2:18][CH2:17][N:16]([CH3:19])[CH2:15][CH2:14]2)[N:5]=[CH:4][N:3]=1.[Cl:20][C:21]1[CH:22]=[C:23]([CH:25]=[CH:26][C:27]=1[N:28]([CH3:35])[C:29]1[CH:34]=[CH:33][CH:32]=[CH:31][N:30]=1)[NH2:24]. No catalyst specified. The product is [ClH:1].[Cl:20][C:21]1[CH:22]=[C:23]([CH:25]=[CH:26][C:27]=1[N:28]([CH3:35])[C:29]1[CH:34]=[CH:33][CH:32]=[CH:31][N:30]=1)[NH:24][C:4]1[N:3]=[CH:2][C:11]2[C:6](=[CH:7][CH:8]=[CH:9][C:10]=2[O:12][CH:13]2[CH2:18][CH2:17][N:16]([CH3:19])[CH2:15][CH2:14]2)[N:5]=1. The yield is 0.850.